From a dataset of Forward reaction prediction with 1.9M reactions from USPTO patents (1976-2016). Predict the product of the given reaction. (1) Given the reactants [N:1]1([C:6]2[CH:26]=[CH:25][C:9]([CH2:10][C:11]3[C:12]([CH3:24])=[C:13]([F:23])[C:14]([CH:21]=O)=[C:15]([CH:20]=3)[C:16](OC)=[O:17])=[CH:8][CH:7]=2)[CH:5]=[CH:4][CH:3]=[N:2]1.[NH2:27][C@@H:28]1[C@@H:33]([OH:34])[CH2:32][CH2:31][O:30][CH2:29]1.S([O-])([O-])(=O)=O.[Mg+2], predict the reaction product. The product is: [F:23][C:13]1[C:12]([CH3:24])=[C:11]([CH2:10][C:9]2[CH:8]=[CH:7][C:6]([N:1]3[CH:5]=[CH:4][CH:3]=[N:2]3)=[CH:26][CH:25]=2)[CH:20]=[C:15]2[C:14]=1[CH2:21][N:27]([C@@H:28]1[C@@H:33]([OH:34])[CH2:32][CH2:31][O:30][CH2:29]1)[C:16]2=[O:17]. (2) Given the reactants [F:1][C:2]1[CH:3]=[C:4]([CH:29]=[C:30]([N:32]2[CH2:37][CH2:36][O:35][CH2:34][CH2:33]2)[CH:31]=1)[C:5]([NH:7][C:8]1[C:17]2[C:12](=[CH:13][CH:14]=[CH:15][CH:16]=2)[C:11]([O:18][C:19]2[CH:24]=[CH:23][N:22]=[C:21](S(C)(=O)=O)[N:20]=2)=[CH:10][CH:9]=1)=[O:6].[CH:38]([NH:41][CH3:42])([CH3:40])[CH3:39], predict the reaction product. The product is: [F:1][C:2]1[CH:3]=[C:4]([CH:29]=[C:30]([N:32]2[CH2:37][CH2:36][O:35][CH2:34][CH2:33]2)[CH:31]=1)[C:5]([NH:7][C:8]1[C:17]2[C:12](=[CH:13][CH:14]=[CH:15][CH:16]=2)[C:11]([O:18][C:19]2[CH:24]=[CH:23][N:22]=[C:21]([N:41]([CH:38]([CH3:40])[CH3:39])[CH3:42])[N:20]=2)=[CH:10][CH:9]=1)=[O:6]. (3) Given the reactants CCOC(/N=N/C(OCC)=O)=O.[F:13][C:14]([F:22])([F:21])[CH2:15][NH:16][CH2:17][CH2:18][O:19]N.C1(P(C2C=CC=CC=2)C2C=CC=CC=2)C=CC=CC=1.O[N:43]1[C:47](=[O:48])[C:46]2=[CH:49][CH:50]=[CH:51][CH:52]=[C:45]2[C:44]1=[O:53], predict the reaction product. The product is: [F:13][C:14]([F:22])([F:21])[CH2:15][NH:16][CH2:17][CH2:18][O:19][C:49]1[CH:50]=[CH:51][CH:52]=[C:45]2[C:46]=1[C:47](=[O:48])[NH:43][C:44]2=[O:53]. (4) Given the reactants Br[C:2]1[CH:7]=[CH:6][C:5]([C:8]2[O:12][N:11]=[C:10]([CH3:13])[C:9]=2[C@H:14]([OH:28])[CH2:15][S:16][CH2:17][C:18]2[CH:23]=[CH:22][CH:21]=[C:20]([C:24]([F:27])([F:26])[F:25])[CH:19]=2)=[CH:4][CH:3]=1.[CH2:29]([O:31][C:32]([CH2:34][CH2:35][C:36]1[CH:41]=[CH:40][C:39](B(O)O)=[CH:38][CH:37]=1)=[O:33])[CH3:30], predict the reaction product. The product is: [CH2:29]([O:31][C:32](=[O:33])[CH2:34][CH2:35][C:36]1[CH:41]=[CH:40][C:39]([C:2]2[CH:7]=[CH:6][C:5]([C:8]3[O:12][N:11]=[C:10]([CH3:13])[C:9]=3[C@H:14]([OH:28])[CH2:15][S:16][CH2:17][C:18]3[CH:23]=[CH:22][CH:21]=[C:20]([C:24]([F:26])([F:27])[F:25])[CH:19]=3)=[CH:4][CH:3]=2)=[CH:38][CH:37]=1)[CH3:30]. (5) Given the reactants [F:1][C:2]1[CH:7]=[CH:6][C:5]([CH2:8][CH2:9][NH:10][CH3:11])=[CH:4][CH:3]=1.C(N(CC)CC)C.[O:19]=[C:20]1[C:25]2[S:26][CH:27]=[C:28]([S:29](Cl)(=[O:31])=[O:30])[C:24]=2[CH2:23][CH2:22][CH2:21]1, predict the reaction product. The product is: [F:1][C:2]1[CH:3]=[CH:4][C:5]([CH2:8][CH2:9][N:10]([CH3:11])[S:29]([C:28]2[C:24]3[CH2:23][CH2:22][CH2:21][C:20](=[O:19])[C:25]=3[S:26][CH:27]=2)(=[O:30])=[O:31])=[CH:6][CH:7]=1. (6) Given the reactants [Li+].[BH4-].C[O:4][C:5](=O)[C:6]1[CH:11]=[CH:10][CH:9]=[C:8]([CH3:12])[C:7]=1[O:13][CH3:14].CO, predict the reaction product. The product is: [CH3:14][O:13][C:7]1[C:8]([CH3:12])=[CH:9][CH:10]=[CH:11][C:6]=1[CH2:5][OH:4]. (7) Given the reactants Br[C:2]1[CH:3]=[C:4]2[C:14]3([CH2:18][S:17][C:16]([N:19](C(OC(C)(C)C)=O)C(OC(C)(C)C)=O)=[N:15]3)[C:10]3([CH2:13][O:12][CH2:11]3)[C:9]([CH3:35])([CH3:34])[O:8][C:5]2=[CH:6][CH:7]=1.[N:36]1[CH:41]=[C:40](B(O)O)[CH:39]=[N:38][CH:37]=1.C([O-])([O-])=O.[Na+].[Na+].C.[ClH:52], predict the reaction product. The product is: [ClH:52].[CH3:34][C:9]1([CH3:35])[C:10]2([CH2:11][O:12][CH2:13]2)[C:14]2([CH2:18][S:17][C:16]([NH2:19])=[N:15]2)[C:4]2[C:5](=[CH:6][CH:7]=[C:2]([C:40]3[CH:41]=[N:36][CH:37]=[N:38][CH:39]=3)[CH:3]=2)[O:8]1.